Regression/Classification. Given a drug SMILES string, predict its absorption, distribution, metabolism, or excretion properties. Task type varies by dataset: regression for continuous measurements (e.g., permeability, clearance, half-life) or binary classification for categorical outcomes (e.g., BBB penetration, CYP inhibition). Dataset: b3db_classification. From a dataset of Blood-brain barrier permeability classification from the B3DB database. (1) The molecule is O=C1Nc2ccc(Cl)cc2C(c2ccccc2Cl)=N[C@H]1O. The result is 1 (penetrates BBB). (2) The molecule is C[C@H]1CO[C@]2(c3ccccc3Cl)c3cc(Cl)ccc3NC(=O)CN12. The result is 1 (penetrates BBB). (3) The molecule is CC(=O)N1CCN(c2ccc(OCC3CO[C@](Cn4ccnc4)(c4ccc(Cl)cc4Cl)O3)cc2)CC1. The result is 0 (does not penetrate BBB). (4) The molecule is O=C1NCCN[C@@H]1c1cccs1. The result is 1 (penetrates BBB). (5) The compound is O=C(CCCN1CCC(n2c(=S)[nH]c3ccccc32)CC1)c1ccc(F)cc1. The result is 1 (penetrates BBB). (6) The compound is NC(N)=NC[C@@H]1COc2ccccc2O1. The result is 1 (penetrates BBB). (7) The drug is CCOc1ccc(CCCNC(=O)c2cc([N+](=O)[O-])ccc2Cl)cc1. The result is 1 (penetrates BBB).